From a dataset of Full USPTO retrosynthesis dataset with 1.9M reactions from patents (1976-2016). Predict the reactants needed to synthesize the given product. (1) Given the product [Cl:1][C:2]1[CH:21]=[CH:20][CH:19]=[C:18]([F:22])[C:3]=1[C:4]([NH:6][C:7]1[CH:15]=[C:14]2[C:10]([C:11]([CH:16]=[CH2:17])=[N:12][N:13]2[S:31]([C:27]2[CH:28]=[CH:29][CH:30]=[C:25]([C:24]([F:23])([F:35])[F:36])[CH:26]=2)(=[O:33])=[O:32])=[CH:9][CH:8]=1)=[O:5], predict the reactants needed to synthesize it. The reactants are: [Cl:1][C:2]1[CH:21]=[CH:20][CH:19]=[C:18]([F:22])[C:3]=1[C:4]([NH:6][C:7]1[CH:15]=[C:14]2[C:10]([C:11]([CH:16]=[CH2:17])=[N:12][NH:13]2)=[CH:9][CH:8]=1)=[O:5].[F:23][C:24]([F:36])([F:35])[C:25]1[CH:26]=[C:27]([S:31](Cl)(=[O:33])=[O:32])[CH:28]=[CH:29][CH:30]=1. (2) Given the product [CH3:19][C:6]1[CH:5]=[C:4]([OH:20])[CH:3]=[C:2]([CH3:1])[C:7]=1[CH2:8][C:9]1[CH:14]=[CH:13][C:12]([F:15])=[C:11]([CH:16]([CH3:17])[CH3:18])[CH:10]=1, predict the reactants needed to synthesize it. The reactants are: [CH3:1][C:2]1[CH:3]=[C:4]([O:20][Si](C(C)C)(C(C)C)C(C)C)[CH:5]=[C:6]([CH3:19])[C:7]=1[CH2:8][C:9]1[CH:14]=[CH:13][C:12]([F:15])=[C:11]([CH:16]([CH3:18])[CH3:17])[CH:10]=1.CCCC[N+](CCCC)(CCCC)CCCC.[F-]. (3) Given the product [Cl:1][C:2]1[CH:3]=[CH:4][C:5]([CH2:8][CH2:9][C:10]2[CH:15]=[CH:14][N:13]([C:16]3[CH:21]=[CH:20][C:19]4[C:22]5[CH2:23][NH:24][CH2:25][CH2:26][C:27]=5[O:28][C:18]=4[CH:17]=3)[C:12](=[O:36])[N:11]=2)=[N:6][CH:7]=1, predict the reactants needed to synthesize it. The reactants are: [Cl:1][C:2]1[CH:3]=[CH:4][C:5]([CH2:8][CH2:9][C:10]2[CH:15]=[CH:14][N:13]([C:16]3[CH:21]=[CH:20][C:19]4[C:22]5[CH2:23][N:24](C(OC(C)(C)C)=O)[CH2:25][CH2:26][C:27]=5[O:28][C:18]=4[CH:17]=3)[C:12](=[O:36])[N:11]=2)=[N:6][CH:7]=1.Cl. (4) Given the product [CH2:1]([O:8][CH2:9][C:10]1[CH:17]=[C:16]([O:18][CH2:19][O:20][CH3:21])[CH:15]=[C:14]([O:22][CH2:23][O:24][CH3:25])[C:11]=1[C:12]([OH:32])=[O:13])[C:2]1[CH:3]=[CH:4][CH:5]=[CH:6][CH:7]=1, predict the reactants needed to synthesize it. The reactants are: [CH2:1]([O:8][CH2:9][C:10]1[CH:17]=[C:16]([O:18][CH2:19][O:20][CH3:21])[CH:15]=[C:14]([O:22][CH2:23][O:24][CH3:25])[C:11]=1[CH:12]=[O:13])[C:2]1[CH:7]=[CH:6][CH:5]=[CH:4][CH:3]=1.CC(=CC)C.Cl([O-])=[O:32].[Na+].P([O-])(O)(O)=O.[Na+]. (5) Given the product [O:24]1[CH:28]=[CH:27][CH:26]=[C:25]1[C:29]1[CH:37]=[CH:36][C:32]([C:33]([N:5]([CH2:6][C:7]2[CH:23]=[CH:22][CH:21]=[CH:20][C:8]=2[O:9][CH2:10][CH2:11][CH2:12][CH2:13][CH2:14][C:15]([O:17][CH2:18][CH3:19])=[O:16])[CH2:4][CH2:3][O:2][CH3:1])=[O:34])=[CH:31][CH:30]=1, predict the reactants needed to synthesize it. The reactants are: [CH3:1][O:2][CH2:3][CH2:4][NH:5][CH2:6][C:7]1[CH:23]=[CH:22][CH:21]=[CH:20][C:8]=1[O:9][CH2:10][CH2:11][CH2:12][CH2:13][CH2:14][C:15]([O:17][CH2:18][CH3:19])=[O:16].[O:24]1[CH:28]=[CH:27][CH:26]=[C:25]1[C:29]1[CH:37]=[CH:36][C:32]([C:33](O)=[O:34])=[CH:31][CH:30]=1.C1C=CC2N(O)N=NC=2C=1. (6) Given the product [N:29]1([C:26]([C:22]2[CH:21]=[C:20]([C:16]3[CH:17]=[CH:18][CH:19]=[C:14]([CH2:13][NH:12][C:10]([C:8]4[CH:7]=[CH:6][C:5]5[O:1][CH2:2][O:3][C:4]=5[CH:9]=4)=[O:11])[CH:15]=3)[CH:25]=[CH:24][CH:23]=2)=[O:28])[CH2:34][CH2:33][NH:32][CH2:31][CH2:30]1, predict the reactants needed to synthesize it. The reactants are: [O:1]1[C:5]2[CH:6]=[CH:7][C:8]([C:10]([NH:12][CH2:13][C:14]3[CH:15]=[C:16]([C:20]4[CH:25]=[CH:24][CH:23]=[C:22]([C:26]([OH:28])=O)[CH:21]=4)[CH:17]=[CH:18][CH:19]=3)=[O:11])=[CH:9][C:4]=2[O:3][CH2:2]1.[N:29]1(C(OC(C)(C)C)=O)[CH2:34][CH2:33][NH:32][CH2:31][CH2:30]1.CCN(C(C)C)C(C)C.C1CN([P+](ON2N=NC3C=CC=CC2=3)(N2CCCC2)N2CCCC2)CC1.F[P-](F)(F)(F)(F)F. (7) Given the product [CH3:1][O:2][CH2:3][CH2:4][N:5]1[CH2:11][CH2:10][C:9]2[S:12][C:13]([NH:15][C:20]3[CH:25]=[CH:24][CH:23]=[C:22]([CH3:26])[N:21]=3)=[N:14][C:8]=2[C:7]2=[CH:16][NH:17][N:18]=[C:6]12, predict the reactants needed to synthesize it. The reactants are: [CH3:1][O:2][CH2:3][CH2:4][N:5]1[CH2:11][CH2:10][C:9]2[S:12][C:13]([NH2:15])=[N:14][C:8]=2[C:7]2=[CH:16][NH:17][N:18]=[C:6]12.Br[C:20]1[CH:25]=[CH:24][CH:23]=[C:22]([CH3:26])[N:21]=1.CC([O-])(C)C.[Na+].CC1(C)C2C(=C(P(C3C=CC=CC=3)C3C=CC=CC=3)C=CC=2)OC2C(P(C3C=CC=CC=3)C3C=CC=CC=3)=CC=CC1=2. (8) Given the product [CH3:36][C:35]([C:10]1[CH:9]=[C:8]([CH:7]=[CH:6][CH:5]=1)[C:17]([O:18][CH3:23])=[O:20])([CH3:43])[C:34]#[CH:33], predict the reactants needed to synthesize it. The reactants are: C(N[C:5]1[CH:10]=[CH:9][C:8](S(N=[N+]=[N-])(=O)=O)=[CH:7][CH:6]=1)(=O)C.[C:17](=[O:20])([O-])[O-:18].[K+].[K+].[CH3:23]OP(CC(=O)C)(=O)OC.[CH3:33][C:34]1[C:35]([C:43](C)(C)C=O)=[C:36](C=CC=1)C([O-])=O. (9) The reactants are: Cl[C:2]1C=CC2SC=C(CN3CCN(C4SC(C(O)=O)=C(C)N=4)C3=O)C=2C=1.[NH:27]1[C:35]2[C:30](=[CH:31][CH:32]=[CH:33][CH:34]=2)[C:29]([CH2:36][CH2:37][N:38]2[CH2:42][CH2:41][N:40]([C:43]3[S:44][C:45]([C:49](O)=[O:50])=[C:46](C)[N:47]=3)[C:39]2=[O:52])=[CH:28]1.[N:53]1[CH:58]=[CH:57][CH:56]=[C:55]([CH2:59][NH2:60])[CH:54]=1. Given the product [NH:27]1[C:35]2[C:30](=[CH:31][CH:32]=[CH:33][CH:34]=2)[C:29]([CH2:36][CH2:37][N:38]2[CH2:42][CH2:41][N:40]([C:43]3[SH:44]([CH3:2])[C:45]([C:49]([NH:60][CH2:59][C:55]4[CH:54]=[N:53][CH:58]=[CH:57][CH:56]=4)=[O:50])=[CH:46][N:47]=3)[C:39]2=[O:52])=[CH:28]1, predict the reactants needed to synthesize it.